This data is from Catalyst prediction with 721,799 reactions and 888 catalyst types from USPTO. The task is: Predict which catalyst facilitates the given reaction. (1) Reactant: [N:1]1[CH:6]=[CH:5][C:4]([C:7]2[NH:16][C:10]3[N:11]=[CH:12][N:13]=[C:14]([NH2:15])[C:9]=3[CH:8]=2)=[CH:3][CH:2]=1.Cl[CH2:18][CH:19]=O. Product: [N:1]1[CH:2]=[CH:3][C:4]([C:7]2[NH:16][C:10]3[N:11]=[CH:12][N:13]4[CH:18]=[CH:19][N:15]=[C:14]4[C:9]=3[CH:8]=2)=[CH:5][CH:6]=1. The catalyst class is: 8. (2) The catalyst class is: 6. Reactant: Cl[C:2]1[C:11]2[C:6](=[CH:7][C:8]([S:12]([N:15](CC3C=CC(OC)=CC=3OC)[C:16]3[S:17][CH:18]=[CH:19][N:20]=3)(=[O:14])=[O:13])=[CH:9][CH:10]=2)[CH:5]=[N:4][N:3]=1.[Cl:32][C:33]1[CH:38]=[CH:37][C:36](B(O)O)=[C:35]([O:42][CH3:43])[CH:34]=1.P([O-])([O-])([O-])=O.[K+].[K+].[K+].O1CCOCC1. Product: [Cl:32][C:33]1[CH:38]=[CH:37][C:36]([C:2]2[C:11]3[C:6](=[CH:7][C:8]([S:12]([NH:15][C:16]4[S:17][CH:18]=[CH:19][N:20]=4)(=[O:13])=[O:14])=[CH:9][CH:10]=3)[CH:5]=[N:4][N:3]=2)=[C:35]([O:42][CH3:43])[CH:34]=1. (3) Reactant: [C:1](Cl)(=O)C.[Br:5][C:6]1[CH:11]=[CH:10][C:9]([CH2:12][C:13]([OH:15])=[O:14])=[CH:8][CH:7]=1. Product: [CH3:1][O:14][C:13](=[O:15])[CH2:12][C:9]1[CH:8]=[CH:7][C:6]([Br:5])=[CH:11][CH:10]=1. The catalyst class is: 5. (4) Reactant: [NH:1]1[CH:5]=[N:4][CH:3]=[N:2]1.[H-].[Na+].[C:8]([O:11][C@H:12]1[CH2:17][CH2:16][C@:15]([CH3:35])([C@H:18]2[CH2:26][CH2:25][C@@:24]3([CH3:27])[C@@H:20]([CH2:21][CH2:22][C:23]3=[CH2:28])[C@@H:19]2[CH2:29]OS(C)(=O)=O)[C@@H:14]([CH2:36][O:37][Si:38]([C:41]([CH3:44])([CH3:43])[CH3:42])([CH3:40])[CH3:39])[CH2:13]1)(=[O:10])[CH3:9].C([O-])(O)=O.[Na+]. Product: [C:8]([O:11][C@H:12]1[CH2:17][CH2:16][C@@:15]([C@H:18]2[CH2:26][CH2:25][C@@:24]3([CH3:27])[C@@H:20]([CH2:21][CH2:22][C:23]3=[CH2:28])[C@@H:19]2[CH2:29][N:1]2[CH:5]=[N:4][CH:3]=[N:2]2)([CH3:35])[C@@H:14]([CH2:36][O:37][Si:38]([C:41]([CH3:42])([CH3:44])[CH3:43])([CH3:40])[CH3:39])[CH2:13]1)(=[O:10])[CH3:9]. The catalyst class is: 215. (5) Reactant: Cl[C:2]1[C:11]2[C:6](=[CH:7][C:8]([O:14][CH2:15][CH2:16][N:17]3[CH2:22][CH2:21][CH2:20][CH2:19][CH2:18]3)=[C:9]([O:12][CH3:13])[CH:10]=2)[N:5]=[CH:4][N:3]=1.[C:23](=O)([O-])[O-].[K+].[K+].[OH:29][C:30]1[CH:31]=[C:32]2[C:36](=[CH:37][CH:38]=1)[N:35]([CH3:39])[CH:34]=[CH:33]2. Product: [CH3:13][O:12][C:9]1[CH:10]=[C:11]2[C:6](=[CH:7][C:8]=1[O:14][CH2:15][CH:16]([N:17]1[CH2:22][CH2:21][CH2:20][CH2:19][CH2:18]1)[CH3:23])[N:5]=[CH:4][N:3]=[C:2]2[O:29][C:30]1[CH:31]=[C:32]2[C:36](=[CH:37][CH:38]=1)[N:35]([CH3:39])[CH:34]=[CH:33]2. The catalyst class is: 44. (6) Reactant: [CH:1]([C:4]1[CH:9]=[CH:8][C:7]([C:10]2[N:14]([CH2:15][CH2:16][O:17][CH3:18])[C:13]3[C:19]([O:36][CH3:37])=[CH:20][C:21]([CH2:27][C:28]4[C:29]([S:34][CH3:35])=[N:30][CH:31]=[CH:32][CH:33]=4)=[C:22]([C:23]([F:26])([F:25])[F:24])[C:12]=3[N:11]=2)=[CH:6][CH:5]=1)([CH3:3])[CH3:2].[OH:38]O.O. Product: [CH:1]([C:4]1[CH:9]=[CH:8][C:7]([C:10]2[N:14]([CH2:15][CH2:16][O:17][CH3:18])[C:13]3[C:19]([O:36][CH3:37])=[CH:20][C:21]([CH2:27][C:28]4[C:29]([S:34]([CH3:35])=[O:38])=[N:30][CH:31]=[CH:32][CH:33]=4)=[C:22]([C:23]([F:25])([F:26])[F:24])[C:12]=3[N:11]=2)=[CH:6][CH:5]=1)([CH3:3])[CH3:2]. The catalyst class is: 342.